Task: Predict which catalyst facilitates the given reaction.. Dataset: Catalyst prediction with 721,799 reactions and 888 catalyst types from USPTO (1) Reactant: [F:1][C:2]([F:22])([F:21])[C:3]1[C:4]([N:9]2[CH2:15][CH2:14][C:13]3[C:16](O)=[N:17][CH:18]=[N:19][C:12]=3[CH2:11][CH2:10]2)=[N:5][CH:6]=[CH:7][CH:8]=1.O=P(Cl)(Cl)[Cl:25]. Product: [Cl:25][C:16]1[C:13]2[CH2:14][CH2:15][N:9]([C:4]3[C:3]([C:2]([F:22])([F:21])[F:1])=[CH:8][CH:7]=[CH:6][N:5]=3)[CH2:10][CH2:11][C:12]=2[N:19]=[CH:18][N:17]=1. The catalyst class is: 210. (2) Reactant: Cl[CH2:2][C:3]([NH:5][CH2:6][CH2:7][CH2:8][CH2:9][CH2:10][CH2:11][NH:12][C:13](=[O:19])[O:14][C:15]([CH3:18])([CH3:17])[CH3:16])=[O:4].[OH:20][C:21]1[CH:30]=[CH:29][CH:28]=[C:23]([C:24]([O:26][CH3:27])=[O:25])[C:22]=1[C:31]([O:33][CH3:34])=[O:32].C(=O)([O-])[O-].[Cs+].[Cs+]. Product: [C:15]([O:14][C:13]([NH:12][CH2:11][CH2:10][CH2:9][CH2:8][CH2:7][CH2:6][NH:5][C:3](=[O:4])[CH2:2][O:20][C:21]1[CH:30]=[CH:29][CH:28]=[C:23]([C:24]([O:26][CH3:27])=[O:25])[C:22]=1[C:31]([O:33][CH3:34])=[O:32])=[O:19])([CH3:18])([CH3:17])[CH3:16]. The catalyst class is: 210. (3) Reactant: [Cl:1][C:2]1[CH:7]=[CH:6][N:5]=[C:4]([NH:8][C:9](=[O:15])[O:10][C:11]([CH3:14])([CH3:13])[CH3:12])[CH:3]=1.CN(CCN(C)C)C.[Li]CCCC.[I:29]I.[NH4+].[Cl-]. Product: [Cl:1][C:2]1[CH:7]=[CH:6][N:5]=[C:4]([NH:8][C:9](=[O:15])[O:10][C:11]([CH3:12])([CH3:14])[CH3:13])[C:3]=1[I:29]. The catalyst class is: 1. (4) The catalyst class is: 47. Product: [C:1]([O:9][CH2:10][I:12])(=[O:8])[C:2]1[CH:7]=[CH:6][CH:5]=[CH:4][CH:3]=1. Reactant: [C:1]([O:9][CH2:10]Cl)(=[O:8])[C:2]1[CH:7]=[CH:6][CH:5]=[CH:4][CH:3]=1.[I-:12].[Na+]. (5) Reactant: [Br:1][C:2]1[CH:7]=[CH:6][C:5]([CH2:8]Br)=[C:4]([CH2:10][CH3:11])[CH:3]=1.[C:12]1(=[O:22])[NH:16][C:15](=[O:17])[C:14]2=[CH:18][CH:19]=[CH:20][CH:21]=[C:13]12.[K].O. Product: [Br:1][C:2]1[CH:7]=[CH:6][C:5]([CH2:8][N:16]2[C:12](=[O:22])[C:13]3[C:14](=[CH:18][CH:19]=[CH:20][CH:21]=3)[C:15]2=[O:17])=[C:4]([CH2:10][CH3:11])[CH:3]=1. The catalyst class is: 9. (6) Reactant: Cl[CH2:2][C:3]1[C:12]2[C:7](=[CH:8][CH:9]=[CH:10][CH:11]=2)[C:6](=[O:13])[NH:5][N:4]=1.C(O[C:19]([N:21]1[CH2:26][CH2:25][NH:24][CH2:23][CH2:22]1)=[O:20])(C)(C)C.CCN(C(C)C)C(C)C.[CH3:36][O:37][C:38]1[CH:43]=[CH:42][C:41]([C:44]2[N:48]=[C:47]([CH2:49][CH2:50]C(O)=O)[O:46][N:45]=2)=[CH:40][CH:39]=1.C(Cl)CCl.C1C=CC2N(O)N=NC=2C=1. Product: [CH3:36][O:37][C:38]1[CH:43]=[CH:42][C:41]([C:44]2[N:48]=[C:47]([CH2:49][CH2:50][C:19]([N:21]3[CH2:22][CH2:23][N:24]([CH2:2][C:3]4[C:12]5[C:7](=[CH:8][CH:9]=[CH:10][CH:11]=5)[C:6](=[O:13])[NH:5][N:4]=4)[CH2:25][CH2:26]3)=[O:20])[O:46][N:45]=2)=[CH:40][CH:39]=1. The catalyst class is: 44. (7) Reactant: [CH2:1]([NH:3][C:4]1[CH:9]=[C:8]([CH3:10])[N:7]=[C:6]([S:11][CH3:12])[N:5]=1)[CH3:2].[I:13]Cl. Product: [CH2:1]([NH:3][C:4]1[C:9]([I:13])=[C:8]([CH3:10])[N:7]=[C:6]([S:11][CH3:12])[N:5]=1)[CH3:2]. The catalyst class is: 5. (8) Reactant: C(N(CC)CC)C.CN(C(ON1N=NC2C=CC=CC1=2)=[N+](C)C)C.[B-](F)(F)(F)F.[N:30]1([CH:35]([CH3:39])[C:36]([OH:38])=O)[CH2:34][CH2:33][CH2:32][CH2:31]1.[Cl:40][C:41]1[CH:46]=[CH:45][C:44]([C:47]2[CH:48]=[CH:49][C:50]([C:53]#[C:54][C:55]3[CH:60]=[CH:59][C:58]([NH2:61])=[CH:57][CH:56]=3)=[N:51][CH:52]=2)=[CH:43][CH:42]=1. Product: [Cl:40][C:41]1[CH:46]=[CH:45][C:44]([C:47]2[CH:48]=[CH:49][C:50]([C:53]#[C:54][C:55]3[CH:56]=[CH:57][C:58]([NH:61][C:36](=[O:38])[CH:35]([N:30]4[CH2:31][CH2:32][CH2:33][CH2:34]4)[CH3:39])=[CH:59][CH:60]=3)=[N:51][CH:52]=2)=[CH:43][CH:42]=1. The catalyst class is: 554.